From a dataset of Catalyst prediction with 721,799 reactions and 888 catalyst types from USPTO. Predict which catalyst facilitates the given reaction. (1) Reactant: [Cl:1][C:2]1[CH:3]=[C:4]([C:8]2[CH:9]=[C:10]([CH2:16][N:17]3[CH:21]=[C:20]([C:22]([O:24]CC)=[O:23])[CH:19]=[N:18]3)[CH:11]=[N:12][C:13]=2[O:14][CH3:15])[CH:5]=[CH:6][CH:7]=1.[Li+].[OH-]. Product: [Cl:1][C:2]1[CH:3]=[C:4]([C:8]2[CH:9]=[C:10]([CH2:16][N:17]3[CH:21]=[C:20]([C:22]([OH:24])=[O:23])[CH:19]=[N:18]3)[CH:11]=[N:12][C:13]=2[O:14][CH3:15])[CH:5]=[CH:6][CH:7]=1. The catalyst class is: 36. (2) Reactant: C(O)(C(F)(F)F)=O.[C:8]([C:10]1[N:15]=[CH:14][C:13]([NH:16][C@@H:17]2[CH2:22][CH2:21][CH2:20][CH2:19][C@@H:18]2[NH:23]C(=O)OC(C)(C)C)=[CH:12][C:11]=1[NH:31][C:32]1[CH:37]=[C:36]([C:38]2[CH:43]=[CH:42][CH:41]=[CH:40][CH:39]=2)[CH:35]=[C:34]([CH3:44])[N:33]=1)#[N:9]. Product: [NH2:23][C@H:18]1[CH2:19][CH2:20][CH2:21][CH2:22][C@H:17]1[NH:16][C:13]1[CH:12]=[C:11]([NH:31][C:32]2[CH:37]=[C:36]([C:38]3[CH:43]=[CH:42][CH:41]=[CH:40][CH:39]=3)[CH:35]=[C:34]([CH3:44])[N:33]=2)[C:10]([C:8]#[N:9])=[N:15][CH:14]=1. The catalyst class is: 2. (3) Reactant: [Br:1][C:2]1[CH:3]=[CH:4][C:5]([O:8][C@H:9]2[C@@H:14]3[CH2:15][CH2:16][C@@H:11]([CH2:12][N:13]3C(OC(C)(C)C)=O)[CH2:10]2)=[N:6][CH:7]=1.Cl. Product: [Br:1][C:2]1[CH:3]=[CH:4][C:5]([O:8][C@H:9]2[C@@H:14]3[CH2:15][CH2:16][C@@H:11]([CH2:12][NH:13]3)[CH2:10]2)=[N:6][CH:7]=1. The catalyst class is: 817. (4) Reactant: [Br:1][C:2]1[S:6][C:5]([S:7]([NH2:10])(=[O:9])=[O:8])=[N:4][C:3]=1[CH2:11][CH:12]1[CH2:17][CH2:16][CH2:15][CH2:14][CH2:13]1.CCN(CC)CC.CCN(C(C)C)C(C)C.[CH:34]1[CH:39]=[CH:38][C:37]([CH2:40][O:41][C:42](Cl)=[O:43])=[CH:36][CH:35]=1. Product: [Br:1][C:2]1[S:6][C:5]([S:7]([NH:10][C:42](=[O:43])[O:41][CH2:40][C:37]2[CH:38]=[CH:39][CH:34]=[CH:35][CH:36]=2)(=[O:9])=[O:8])=[N:4][C:3]=1[CH2:11][CH:12]1[CH2:13][CH2:14][CH2:15][CH2:16][CH2:17]1. The catalyst class is: 20. (5) Reactant: Br[CH2:2][C:3]([C:5]1[CH:10]=[CH:9][CH:8]=[C:7]([N+:11]([O-:13])=[O:12])[CH:6]=1)=O.[C:14]([N:17]1[CH2:22][CH2:21][CH:20]([C:23]([O:25][CH2:26][CH3:27])=[O:24])[CH2:19][CH2:18]1)(=[S:16])[NH2:15]. Product: [N+:11]([C:7]1[CH:6]=[C:5]([C:3]2[N:15]=[C:14]([N:17]3[CH2:22][CH2:21][CH:20]([C:23]([O:25][CH2:26][CH3:27])=[O:24])[CH2:19][CH2:18]3)[S:16][CH:2]=2)[CH:10]=[CH:9][CH:8]=1)([O-:13])=[O:12]. The catalyst class is: 8. (6) Reactant: Cl[CH2:2][CH2:3][CH:4]([C:6]1[CH:11]=[CH:10][CH:9]=[CH:8][CH:7]=1)[OH:5].[CH3:12][NH:13][CH2:14][C:15]1[CH:20]=[CH:19][CH:18]=[CH:17][CH:16]=1.[I-].[K+].C(=O)([O-])[O-].[K+].[K+]. Product: [CH2:14]([N:13]([CH3:12])[CH2:2][CH2:3][CH:4]([C:6]1[CH:11]=[CH:10][CH:9]=[CH:8][CH:7]=1)[OH:5])[C:15]1[CH:20]=[CH:19][CH:18]=[CH:17][CH:16]=1. The catalyst class is: 9.